From a dataset of Catalyst prediction with 721,799 reactions and 888 catalyst types from USPTO. Predict which catalyst facilitates the given reaction. (1) Reactant: [CH3:1][N:2]1[CH2:15][CH2:14][C:13]2[C:12]3[CH:11]=[C:10]([CH3:16])[CH:9]=[CH:8][C:7]=3[NH:6][C:5]=2[CH2:4][CH2:3]1.Br[CH:18]=[C:19]([C:21]1[CH:26]=[CH:25][CH:24]=[C:23]([F:27])[CH:22]=1)[CH3:20].N1CCC[C@H]1C(O)=O.[O-]P([O-])([O-])=O.[K+].[K+].[K+]. Product: [F:27][C:23]1[CH:22]=[C:21](/[C:19](/[CH3:20])=[CH:18]\[N:6]2[C:7]3[CH:8]=[CH:9][C:10]([CH3:16])=[CH:11][C:12]=3[C:13]3[CH2:14][CH2:15][N:2]([CH3:1])[CH2:3][CH2:4][C:5]2=3)[CH:26]=[CH:25][CH:24]=1. The catalyst class is: 122. (2) Reactant: [N+:1]([C:4]1[CH:9]=[C:8]([C:10]2[CH:15]=[CH:14][CH:13]=[C:12]([NH:16][C:17](=[O:22])[C:18]([F:21])([F:20])[F:19])[CH:11]=2)[CH:7]=[CH:6][C:5]=1[CH:23](C(OC)=O)[C:24]([O:26]C)=[O:25])([O-:3])=[O:2]. Product: [N+:1]([C:4]1[CH:9]=[C:8]([C:10]2[CH:15]=[CH:14][CH:13]=[C:12]([NH:16][C:17](=[O:22])[C:18]([F:19])([F:20])[F:21])[CH:11]=2)[CH:7]=[CH:6][C:5]=1[CH2:23][C:24]([OH:26])=[O:25])([O-:3])=[O:2]. The catalyst class is: 33.